Task: Predict which catalyst facilitates the given reaction.. Dataset: Catalyst prediction with 721,799 reactions and 888 catalyst types from USPTO Reactant: [CH3:1][O:2][C:3]1[CH:8]=[C:7]([O:9][CH3:10])[CH:6]=[CH:5][C:4]=1[CH2:11]C(O)=O.C([N:17]([CH2:20]C)CC)C.C1(P(N=[N+]=[N-])(C2C=CC=CC=2)=[O:29])C=CC=CC=1. Product: [CH3:1][O:2][C:3]1[CH:8]=[C:7]([O:9][CH3:10])[CH:6]=[CH:5][C:4]=1[CH2:11][N:17]=[C:20]=[O:29]. The catalyst class is: 11.